This data is from NCI-60 drug combinations with 297,098 pairs across 59 cell lines. The task is: Regression. Given two drug SMILES strings and cell line genomic features, predict the synergy score measuring deviation from expected non-interaction effect. (1) Drug 1: C1CCC(C(C1)N)N.C(=O)(C(=O)[O-])[O-].[Pt+4]. Drug 2: B(C(CC(C)C)NC(=O)C(CC1=CC=CC=C1)NC(=O)C2=NC=CN=C2)(O)O. Cell line: CAKI-1. Synergy scores: CSS=54.6, Synergy_ZIP=-6.74, Synergy_Bliss=-0.732, Synergy_Loewe=0.514, Synergy_HSA=1.13. (2) Drug 1: CC1OCC2C(O1)C(C(C(O2)OC3C4COC(=O)C4C(C5=CC6=C(C=C35)OCO6)C7=CC(=C(C(=C7)OC)O)OC)O)O. Drug 2: CC(C)(C#N)C1=CC=C(C=C1)N2C3=C4C=C(C=CC4=NC=C3N(C2=O)C)C5=CC6=CC=CC=C6N=C5. Cell line: OVCAR3. Synergy scores: CSS=59.1, Synergy_ZIP=-8.59, Synergy_Bliss=-9.67, Synergy_Loewe=-25.3, Synergy_HSA=-0.790. (3) Drug 1: C1CNP(=O)(OC1)N(CCCl)CCCl. Drug 2: N.N.Cl[Pt+2]Cl. Cell line: SNB-19. Synergy scores: CSS=45.1, Synergy_ZIP=-2.77, Synergy_Bliss=-4.75, Synergy_Loewe=-39.9, Synergy_HSA=-4.02. (4) Drug 1: CC1=C(C(=O)C2=C(C1=O)N3CC4C(C3(C2COC(=O)N)OC)N4)N. Drug 2: C1CN(P(=O)(OC1)NCCCl)CCCl. Cell line: OVCAR-8. Synergy scores: CSS=32.2, Synergy_ZIP=-6.13, Synergy_Bliss=-1.27, Synergy_Loewe=-64.5, Synergy_HSA=-0.786.